Dataset: HIV replication inhibition screening data with 41,000+ compounds from the AIDS Antiviral Screen. Task: Binary Classification. Given a drug SMILES string, predict its activity (active/inactive) in a high-throughput screening assay against a specified biological target. The drug is O=C1C(c2ccccc2)CS(=O)(=O)CC1c1ccccc1. The result is 0 (inactive).